This data is from Catalyst prediction with 721,799 reactions and 888 catalyst types from USPTO. The task is: Predict which catalyst facilitates the given reaction. Reactant: [Cl:1][C:2]1[CH:7]=[C:6]([OH:8])[CH:5]=[CH:4][C:3]=1[CH:9]([CH3:27])[C:10]([C:16]1[CH:17]=[CH:18][C:19]2[O:23][C:22](=[O:24])[N:21]([CH3:25])[C:20]=2[CH:26]=1)([OH:15])[C:11]([F:14])([F:13])[F:12].[H-].[Na+].Br[C:31]1[N:36]=[CH:35][CH:34]=[CH:33][N:32]=1. Product: [Cl:1][C:2]1[CH:7]=[C:6]([O:8][C:31]2[N:36]=[CH:35][CH:34]=[CH:33][N:32]=2)[CH:5]=[CH:4][C:3]=1[CH:9]([CH3:27])[C:10]([C:16]1[CH:17]=[CH:18][C:19]2[O:23][C:22](=[O:24])[N:21]([CH3:25])[C:20]=2[CH:26]=1)([OH:15])[C:11]([F:12])([F:13])[F:14]. The catalyst class is: 3.